Dataset: NCI-60 drug combinations with 297,098 pairs across 59 cell lines. Task: Regression. Given two drug SMILES strings and cell line genomic features, predict the synergy score measuring deviation from expected non-interaction effect. (1) Drug 1: COC1=CC(=CC(=C1O)OC)C2C3C(COC3=O)C(C4=CC5=C(C=C24)OCO5)OC6C(C(C7C(O6)COC(O7)C8=CC=CS8)O)O. Drug 2: CC1C(C(CC(O1)OC2CC(CC3=C2C(=C4C(=C3O)C(=O)C5=C(C4=O)C(=CC=C5)OC)O)(C(=O)C)O)N)O.Cl. Cell line: HL-60(TB). Synergy scores: CSS=82.2, Synergy_ZIP=4.98, Synergy_Bliss=5.32, Synergy_Loewe=2.81, Synergy_HSA=7.11. (2) Drug 1: C1=NC2=C(N1)C(=S)N=CN2. Drug 2: CCN(CC)CCCC(C)NC1=C2C=C(C=CC2=NC3=C1C=CC(=C3)Cl)OC. Cell line: OVCAR-4. Synergy scores: CSS=57.2, Synergy_ZIP=-1.34, Synergy_Bliss=0.268, Synergy_Loewe=-0.764, Synergy_HSA=-0.838.